This data is from Forward reaction prediction with 1.9M reactions from USPTO patents (1976-2016). The task is: Predict the product of the given reaction. (1) Given the reactants [Li]CCCC.Br[C:7]1[CH:8]=[CH:9][C:10]([O:13][CH2:14][CH2:15][O:16][C:17]2[C:22]([Cl:23])=[CH:21][C:20]([CH3:24])=[CH:19][C:18]=2[Cl:25])=[N:11][CH:12]=1.CN([CH:29]=[O:30])C.[NH4+].[Cl-], predict the reaction product. The product is: [Cl:25][C:18]1[CH:19]=[C:20]([CH3:24])[CH:21]=[C:22]([Cl:23])[C:17]=1[O:16][CH2:15][CH2:14][O:13][C:10]1[N:11]=[CH:12][C:7]([CH:29]=[O:30])=[CH:8][CH:9]=1. (2) Given the reactants [ClH:1].[N:2]1[CH:7]=[CH:6][CH:5]=[C:4]([CH:8]2[CH2:12][CH2:11][N:10]([C:13]([N:15]3[C:20]4[CH:21]=[CH:22][CH:23]=[CH:24][C:19]=4[O:18][CH2:17][CH2:16]3)=[O:14])[CH2:9]2)[CH:3]=1, predict the reaction product. The product is: [ClH:1].[N:2]1[CH:7]=[CH:6][CH:5]=[C:4]([CH:8]2[CH2:12][CH2:11][N:10]([C:13]([N:15]3[C:20]4[CH:21]=[CH:22][CH:23]=[CH:24][C:19]=4[O:18][CH2:17][CH2:16]3)=[O:14])[CH2:9]2)[CH:3]=1. (3) Given the reactants [CH2:1](O)[CH:2]=[CH:3][CH2:4][CH2:5][CH2:6][CH2:7]CCCC.O[CH2:14][CH:15]=[CH:16][CH2:17][CH2:18][CH2:19][CH2:20][CH2:21][CH2:22][CH2:23][C:24]([O:26][CH3:27])=[O:25], predict the reaction product. The product is: [C:24]([O:26][CH3:27])(=[O:25])[CH2:23][CH2:22][CH2:21][CH2:20][CH2:19][CH2:18][CH2:17]/[CH:16]=[CH:15]\[CH2:14][CH2:1][CH2:2][CH2:3][CH2:4][CH2:5][CH2:6][CH3:7].[C:24]([OH:26])([OH:25])=[CH:23][CH2:22][CH3:21]. (4) Given the reactants [CH:1]([NH:4][C:5]1[CH:10]=[CH:9][CH:8]=[CH:7][CH:6]=1)([CH3:3])[CH3:2].NC1C=CC=CC=1.FC(F)(F)S([O-])(=O)=O.[Br:26][C:27]1[CH:28]=[C:29]2[C:34](=[CH:35][CH:36]=1)[NH:33][C:32](=[O:37])[C:31]([I+]C1C=CC=CC=1)=[C:30]2[OH:45], predict the reaction product. The product is: [Br:26][C:27]1[CH:28]=[C:29]2[C:34](=[CH:35][CH:36]=1)[NH:33][C:32](=[O:37])[C:31]([N:4]([CH:1]([CH3:3])[CH3:2])[C:5]1[CH:10]=[CH:9][CH:8]=[CH:7][CH:6]=1)=[C:30]2[OH:45]. (5) Given the reactants [CH3:1][C:2]1[NH:6][C:5]([CH:7]([C:9]2[CH:14]=[CH:13][CH:12]=[CH:11][CH:10]=2)[OH:8])=[N:4][CH:3]=1.[O:15]1CCOC[CH2:16]1, predict the reaction product. The product is: [C:7]([C:5]1[NH:6][C:2]([CH3:1])=[C:3]([CH:16]=[O:15])[N:4]=1)(=[O:8])[C:9]1[CH:14]=[CH:13][CH:12]=[CH:11][CH:10]=1. (6) Given the reactants [Cl:1][C:2]1[C:3]([F:31])=[C:4]([C@@H:8]2[C@:12]([C:15]3[CH:20]=[CH:19][C:18]([Cl:21])=[CH:17][C:16]=3[F:22])([C:13]#[N:14])[C@H:11]([CH2:23][C:24]([CH3:27])([CH3:26])[CH3:25])[NH:10][C@H:9]2[C:28]([OH:30])=O)[CH:5]=[CH:6][CH:7]=1.[NH2:32][C:33]1[CH:34]=[C:35]2[C:39](=[CH:40][CH:41]=1)[NH:38][C:37]([C:42]([O:44][CH2:45][CH3:46])=[O:43])=[CH:36]2.CN(C(ON1N=NC2C=CC=NC1=2)=[N+](C)C)C.F[P-](F)(F)(F)(F)F.CCN(C(C)C)C(C)C, predict the reaction product. The product is: [CH2:45]([O:44][C:42]([C:37]1[NH:38][C:39]2[C:35]([CH:36]=1)=[CH:34][C:33]([NH:32][C:28]([C@H:9]1[C@H:8]([C:4]3[CH:5]=[CH:6][CH:7]=[C:2]([Cl:1])[C:3]=3[F:31])[C@:12]([C:15]3[CH:20]=[CH:19][C:18]([Cl:21])=[CH:17][C:16]=3[F:22])([C:13]#[N:14])[C@H:11]([CH2:23][C:24]([CH3:25])([CH3:27])[CH3:26])[NH:10]1)=[O:30])=[CH:41][CH:40]=2)=[O:43])[CH3:46]. (7) Given the reactants [CH2:1]([O:19][CH2:20][CH2:21][CH2:22][NH2:23])[CH2:2][CH2:3][CH2:4][CH2:5][CH2:6][CH2:7][CH2:8][CH2:9][CH2:10][CH2:11][CH2:12][CH2:13][CH2:14][CH2:15][CH2:16][CH2:17][CH3:18].[Cl:24][CH2:25][C:26](OC)=[O:27], predict the reaction product. The product is: [Cl:24][CH2:25][C:26]([NH:23][CH2:22][CH2:21][CH2:20][O:19][CH2:1][CH2:2][CH2:3][CH2:4][CH2:5][CH2:6][CH2:7][CH2:8][CH2:9][CH2:10][CH2:11][CH2:12][CH2:13][CH2:14][CH2:15][CH2:16][CH2:17][CH3:18])=[O:27].